From a dataset of Forward reaction prediction with 1.9M reactions from USPTO patents (1976-2016). Predict the product of the given reaction. (1) Given the reactants Cl.Cl.[CH2:3]([O:5][C:6](=[O:28])[CH2:7][C:8]1[CH:13]=[CH:12][N:11]=[C:10]([C:14]2[CH:19]=[CH:18][C:17]([C:20]([F:23])([F:22])[F:21])=[CH:16][C:15]=2[CH2:24][NH:25][CH2:26][CH3:27])[CH:9]=1)[CH3:4].[C:29](Cl)(=[O:36])[C:30]1[CH:35]=[CH:34][CH:33]=[CH:32][CH:31]=1, predict the reaction product. The product is: [CH2:3]([O:5][C:6](=[O:28])[CH2:7][C:8]1[CH:13]=[CH:12][N:11]=[C:10]([C:14]2[CH:19]=[CH:18][C:17]([C:20]([F:21])([F:23])[F:22])=[CH:16][C:15]=2[CH2:24][N:25]([C:29](=[O:36])[C:30]2[CH:35]=[CH:34][CH:33]=[CH:32][CH:31]=2)[CH2:26][CH3:27])[CH:9]=1)[CH3:4]. (2) Given the reactants [CH2:1](Br)[CH:2]=[CH2:3].[H-].[Na+].[CH3:7][O:8][C:9]1[C:10]([CH3:32])=[C:11]([C:18]([C:20]2[CH:21]=[CH:22][C:23]3[NH:28][C:27](=[O:29])[O:26][C:25](=[O:30])[C:24]=3[CH:31]=2)=[O:19])[N:12]2[C:17]=1[CH:16]=[CH:15][CH:14]=[CH:13]2, predict the reaction product. The product is: [CH3:7][O:8][C:9]1[C:10]([CH3:32])=[C:11]([C:18]([C:20]2[CH:21]=[CH:22][C:23]3[N:28]([CH2:3][CH:2]=[CH2:1])[C:27](=[O:29])[O:26][C:25](=[O:30])[C:24]=3[CH:31]=2)=[O:19])[N:12]2[C:17]=1[CH:16]=[CH:15][CH:14]=[CH:13]2. (3) Given the reactants [N+:1]([CH3:4])([O-:3])=[O:2].[F-].C([N+](CCCC)(CCCC)CCCC)CCC.[CH3:23][C:24]1([CH3:36])[O:28][CH:27](/[CH:29]=[CH:30]/[C:31]([O:33][CH2:34][CH3:35])=[O:32])[CH2:26][O:25]1, predict the reaction product. The product is: [CH3:23][C:24]1([CH3:36])[O:28][C@@H:27]([C@H:29]([CH2:4][N+:1]([O-:3])=[O:2])[CH2:30][C:31]([O:33][CH2:34][CH3:35])=[O:32])[CH2:26][O:25]1. (4) Given the reactants [OH:1][C@H:2]1[CH2:7][CH2:6][C@H:5]2[C@H:8]3[C@H:18]([CH2:19][CH2:20][C@:3]12[CH3:4])[C@:16]1([CH3:17])[C:11]([C:12]([CH3:23])([CH3:22])[C:13](=[O:21])[CH2:14][CH2:15]1)=[CH:10][CH2:9]3.[OH2:24], predict the reaction product. The product is: [CH3:22][C:12]1([CH3:23])[C@@H:13]([OH:21])[CH2:14][CH2:15][C@@:16]2([CH3:17])[CH:11]1[C@@H:10]([OH:24])[CH2:9][C@@H:8]1[C@@H:18]2[CH2:19][CH2:20][C@@:3]2([CH3:4])[C@H:5]1[CH2:6][CH2:7][C@@H:2]2[OH:1]. (5) Given the reactants C(N(CC)C(C)C)(C)C.[NH2:10][C:11]1[S:12][CH:13]=[C:14]([C:16]2[CH:21]=[CH:20][C:19]([C:22]3([C:25]([OH:27])=O)[CH2:24][CH2:23]3)=[CH:18][CH:17]=2)[N:15]=1.[C@]12(CS(O)(=O)=O)C(C)(C)C(CC1)CC2=O.[NH:43]1[CH2:47][CH2:46][C:45]2([C:51]3[CH:52]=[CH:53][CH:54]=[CH:55][C:50]=3[C:49](=[O:56])[O:48]2)[CH2:44]1.F[P-](F)(F)(F)(F)F.N1(O[P+](N(C)C)(N(C)C)N(C)C)C2C=CC=CC=2N=N1, predict the reaction product. The product is: [NH2:10][C:11]1[S:12][CH:13]=[C:14]([C:16]2[CH:17]=[CH:18][C:19]([C:22]3([C:25]([N:43]4[CH2:47][CH2:46][C@@:45]5([C:51]6[CH:52]=[CH:53][CH:54]=[CH:55][C:50]=6[C:49](=[O:56])[O:48]5)[CH2:44]4)=[O:27])[CH2:23][CH2:24]3)=[CH:20][CH:21]=2)[N:15]=1. (6) Given the reactants CN1CCOCC1.[CH:8]1([CH2:13][C@H:14]([CH2:35][N:36]([CH:45]=[O:46])[O:37][CH2:38][C:39]2[CH:44]=[CH:43][CH:42]=[CH:41][CH:40]=2)[C:15]([N:17]2[C@H:21]([C:22](O)=[O:23])[CH2:20][CH2:19][N:18]2[C:25](OCC2C=CC=CC=2)=O)=[O:16])[CH2:12][CH2:11][CH2:10][CH2:9]1.COC1N=C(OC)N=C([N+]2(C)CCOCC2)N=1.[CH3:64][O:65][C:66]1[C:67]([NH2:72])=[N:68][CH:69]=[CH:70][N:71]=1, predict the reaction product. The product is: [CH:8]1([CH2:13][C@H:14]([CH2:35][N:36]([CH:45]=[O:46])[O:37][CH2:38][C:39]2[CH:44]=[CH:43][CH:42]=[CH:41][CH:40]=2)[C:15]([N:17]2[C@H:21]([C:22]([NH:72][C:67]3[C:66]([O:65][CH3:64])=[N:71][CH:70]=[CH:69][N:68]=3)=[O:23])[CH2:20][CH2:19][N:18]2[CH3:25])=[O:16])[CH2:9][CH2:10][CH2:11][CH2:12]1. (7) Given the reactants [CH3:1][C:2]1[NH:6][C:5]([C:7]([O:9][CH2:10][CH3:11])=[O:8])=[CH:4][CH:3]=1.[CH2:12](Br)[C:13]1[CH:18]=[CH:17][CH:16]=[CH:15][CH:14]=1.[H-].[Na+], predict the reaction product. The product is: [CH2:12]([N:6]1[C:2]([CH3:1])=[CH:3][CH:4]=[C:5]1[C:7]([O:9][CH2:10][CH3:11])=[O:8])[C:13]1[CH:18]=[CH:17][CH:16]=[CH:15][CH:14]=1.